From a dataset of CYP1A2 inhibition data for predicting drug metabolism from PubChem BioAssay. Regression/Classification. Given a drug SMILES string, predict its absorption, distribution, metabolism, or excretion properties. Task type varies by dataset: regression for continuous measurements (e.g., permeability, clearance, half-life) or binary classification for categorical outcomes (e.g., BBB penetration, CYP inhibition). Dataset: cyp1a2_veith. (1) The drug is COc1ccc(CCNC(=O)CC(NS(=O)(=O)c2ccc(NC(C)=O)cc2)C(C)C)cc1OC. The result is 0 (non-inhibitor). (2) The drug is CN(C)c1ncnc2ccc(-c3cccnc3)cc12. The result is 1 (inhibitor). (3) The compound is Cc1cccc(OCCn2c(S(=O)(=O)O)nc3ccccc32)c1. The result is 0 (non-inhibitor). (4) The molecule is COc1cc2c(cc1NC(=O)c1cc(-c3cccnc3)nc3ccc(C)cc13)oc1ccccc12. The result is 1 (inhibitor).